This data is from Reaction yield outcomes from USPTO patents with 853,638 reactions. The task is: Predict the reaction yield, written as a fraction of the theoretical maximum amount of product (1.0 means a 100% yield; for example, 0.34 means a 34% yield). (1) The reactants are C1(C(C2C=CC=CC=2)[N:8]2[C:16]3[C:11](=[CH:12][CH:13]=[CH:14][CH:15]=3)[C:10]3([CH2:20][O:19][C:18]4=[CH:21][C:22]5[CH2:26][CH2:25][O:24][C:23]=5[CH:27]=[C:17]34)[C:9]2=[O:28])C=CC=CC=1.[H][H]. The catalyst is C(O)(=O)C.[OH-].[Pd+2].[OH-]. The product is [NH:8]1[C:16]2[C:11](=[CH:12][CH:13]=[CH:14][CH:15]=2)[C:10]2([CH2:20][O:19][C:18]3=[CH:21][C:22]4[CH2:26][CH2:25][O:24][C:23]=4[CH:27]=[C:17]23)[C:9]1=[O:28]. The yield is 0.690. (2) The reactants are Cl[C:2]1[N:3]=[CH:4][C:5]([C:8]([NH:10][C:11]2[NH:12][N:13]=[C:14]([O:16][CH2:17][C:18]3[CH:23]=[C:22]([O:24][CH3:25])[CH:21]=[C:20]([O:26][CH3:27])[CH:19]=3)[CH:15]=2)=[O:9])=[N:6][CH:7]=1.[CH3:28][N:29]1[C@@H:34]([CH3:35])[CH2:33][NH:32][CH2:31][C@H:30]1[CH3:36].C[C@H]1CNC[C@@H](C)N1CC#N.C(N(C(C)C)C(C)C)C. The catalyst is CS(C)=O.CO. The product is [CH3:27][O:26][C:20]1[CH:19]=[C:18]([CH2:17][O:16][C:14]2[CH:15]=[C:11]([NH:10][C:8]([C:5]3[CH:4]=[N:3][C:2]([N:32]4[CH2:33][C@H:34]([CH3:35])[N:29]([CH3:28])[C@H:30]([CH3:36])[CH2:31]4)=[CH:7][N:6]=3)=[O:9])[NH:12][N:13]=2)[CH:23]=[C:22]([O:24][CH3:25])[CH:21]=1. The yield is 0.740. (3) The reactants are [CH:1]1[C:10]2[C:5](=[CH:6][C:7]([C:11]3[S:15][C:14]([N:16]4[C@@H:25]([CH2:26][N:27]5C(=O)C6C=CC=CC=6C5=O)[CH2:24][C:23]5[C:18](=[CH:19][CH:20]=[CH:21][CH:22]=5)[CH2:17]4)=[N:13][N:12]=3)=[CH:8][CH:9]=2)[CH:4]=[CH:3][N:2]=1.C1C2C(=CC(C3SC(N[C@H](CC4C=CC=CC=4)CN4C(=O)C5C=CC=CC=5C4=O)=NN=3)=CC=2)C=CN=1.C(O)=O.C=O. The catalyst is C(Cl)Cl. The product is [CH:1]1[C:10]2[C:5](=[CH:6][C:7]([C:11]3[S:15][C:14]([N:16]4[C@@H:25]([CH2:26][NH2:27])[CH2:24][C:23]5[C:18](=[CH:19][CH:20]=[CH:21][CH:22]=5)[CH2:17]4)=[N:13][N:12]=3)=[CH:8][CH:9]=2)[CH:4]=[CH:3][N:2]=1. The yield is 0.740.